From a dataset of Full USPTO retrosynthesis dataset with 1.9M reactions from patents (1976-2016). Predict the reactants needed to synthesize the given product. (1) Given the product [CH:1]1([C:7]([F:14])([F:13])[C:8]([NH2:15])=[O:9])[CH2:6][CH2:5][CH2:4][CH2:3][CH2:2]1, predict the reactants needed to synthesize it. The reactants are: [CH:1]1([C:7]([F:14])([F:13])[C:8](OCC)=[O:9])[CH2:6][CH2:5][CH2:4][CH2:3][CH2:2]1.[NH3:15]. (2) Given the product [CH3:41][O:40][N:39]([CH3:38])[C:34](=[O:36])[C:31]1[CH:30]=[CH:29][C:28]([C:13]2[N:9]3[N:10]=[CH:11][CH:12]=[C:7]([N:4]4[CH2:3][CH2:2][O:1][CH2:6][CH2:5]4)[C:8]3=[N:15][C:14]=2[C:16]#[C:17][C:18]2[CH:27]=[CH:26][C:25]3[C:20](=[CH:21][CH:22]=[CH:23][CH:24]=3)[N:19]=2)=[CH:43][CH:42]=1, predict the reactants needed to synthesize it. The reactants are: [O:1]1[CH2:6][CH2:5][N:4]([C:7]2[C:8]3[N:9]([C:13]([C:28]4[CH:29]=[CH:30][C:31]([C:34]([OH:36])=O)=NC=4)=[C:14]([C:16]#[C:17][C:18]4[CH:27]=[CH:26][C:25]5[C:20](=[CH:21][CH:22]=[CH:23][CH:24]=5)[N:19]=4)[N:15]=3)[N:10]=[CH:11][CH:12]=2)[CH2:3][CH2:2]1.Cl.[CH3:38][NH:39][O:40][CH3:41].[CH3:42][CH2:43]N=C=NCCCN(C)C.CCN(C(C)C)C(C)C. (3) The reactants are: [I:1][C:2]1[C:6]2=[N:7][C:8]([C:11]#[N:12])=[CH:9][CH:10]=[C:5]2[NH:4][CH:3]=1.[C:13]([O:17][C:18](O[C:18]([O:17][C:13]([CH3:16])([CH3:15])[CH3:14])=[O:19])=[O:19])([CH3:16])([CH3:15])[CH3:14]. Given the product [C:11]([C:8]1[N:7]=[C:6]2[C:2]([I:1])=[CH:3][N:4]([C:18]([O:17][C:13]([CH3:16])([CH3:15])[CH3:14])=[O:19])[C:5]2=[CH:10][CH:9]=1)#[N:12], predict the reactants needed to synthesize it. (4) Given the product [CH2:18]([NH:20][C:5](=[O:7])[C:4]1[CH:8]=[CH:9][C:10]([N+:11]([O-:13])=[O:12])=[C:2]([OH:1])[CH:3]=1)[CH3:17], predict the reactants needed to synthesize it. The reactants are: [OH:1][C:2]1[CH:3]=[C:4]([CH:8]=[CH:9][C:10]=1[N+:11]([O-:13])=[O:12])[C:5]([OH:7])=O.C1C=C[C:17]2N(O)N=[N:20][C:18]=2C=1.Cl.C(N)C.C(N(CC)CC)C.CCN=C=NCCCN(C)C. (5) Given the product [Br:1][C:2]1[C:3]([Cl:10])=[C:4]([NH:9][S:21]([CH2:18][CH2:19][CH3:20])(=[O:23])=[O:22])[CH:5]=[CH:6][C:7]=1[F:8], predict the reactants needed to synthesize it. The reactants are: [Br:1][C:2]1[C:3]([Cl:10])=[C:4]([NH2:9])[CH:5]=[CH:6][C:7]=1[F:8].C(N(CC)CC)C.[CH2:18]([S:21](Cl)(=[O:23])=[O:22])[CH2:19][CH3:20].C(=O)(O)[O-].[Na+].C(=O)([O-])[O-].[Na+].[Na+]. (6) Given the product [C:23]1(=[O:30])[C:28]2[C:9]3[CH:8]=[C:7]4[C:16]([CH:17]=[CH:18][CH:5]=[CH:6]4)=[CH:15][C:14]=3[CH:13]=[CH:12][C:27]=2[C:26](=[O:29])[CH:25]=[CH:24]1, predict the reactants needed to synthesize it. The reactants are: C([C:5]1[CH:18]=[CH:17][C:16]2[C:7](=[CH:8][C:9]3[C:14]([CH:15]=2)=[CH:13][C:12](C(C)(C)C)=CC=3)[CH:6]=1)(C)(C)C.[C:23]1(=[O:30])[CH:28]=[CH:27][C:26](=[O:29])[CH:25]=[CH:24]1. (7) Given the product [CH:1]1([N:10]2[CH2:15][CH2:14][N:13]([CH2:17][C:18]#[N:19])[CH2:12][CH2:11]2)[C:9]2[C:4](=[CH:5][CH:6]=[CH:7][CH:8]=2)[CH2:3][CH2:2]1, predict the reactants needed to synthesize it. The reactants are: [CH:1]1([N:10]2[CH2:15][CH2:14][NH:13][CH2:12][CH2:11]2)[C:9]2[C:4](=[CH:5][CH:6]=[CH:7][CH:8]=2)[CH2:3][CH2:2]1.Br[CH2:17][C:18]#[N:19].